From a dataset of Forward reaction prediction with 1.9M reactions from USPTO patents (1976-2016). Predict the product of the given reaction. Given the reactants [N+:1]([C:4]1[CH:5]=[C:6]2[C:10](=[CH:11][CH:12]=1)[CH2:9][N:8]([C:13]([O:15][CH2:16][C:17]1[CH:22]=[CH:21][CH:20]=[CH:19][CH:18]=1)=[O:14])[CH2:7]2)([O-])=O.O.O.Cl[Sn]Cl.C([O-])(O)=O.[Na+], predict the reaction product. The product is: [NH2:1][C:4]1[CH:5]=[C:6]2[C:10](=[CH:11][CH:12]=1)[CH2:9][N:8]([C:13]([O:15][CH2:16][C:17]1[CH:18]=[CH:19][CH:20]=[CH:21][CH:22]=1)=[O:14])[CH2:7]2.